Task: Predict the product of the given reaction.. Dataset: Forward reaction prediction with 1.9M reactions from USPTO patents (1976-2016) (1) Given the reactants [Na].[N:2]1[CH:7]=[CH:6][C:5]([N:8]2[CH2:13][CH2:12][C:11](=O)[CH2:10][CH2:9]2)=[CH:4][CH:3]=1.Cl.[CH2:16]([O:18][C:19](=[O:22])[CH2:20][NH2:21])[CH3:17], predict the reaction product. The product is: [N:2]1[CH:7]=[CH:6][C:5]([N:8]2[CH2:13][CH2:12][CH:11]([NH:21][CH2:20][C:19]([O:18][CH2:16][CH3:17])=[O:22])[CH2:10][CH2:9]2)=[CH:4][CH:3]=1. (2) Given the reactants [C:1]([OH:9])(=[O:8])[C:2]([CH2:4][C:5]([OH:7])=[O:6])=[CH2:3].C(O)CCCCCCC.[OH-].[Na+:20], predict the reaction product. The product is: [C:1]([O-:9])(=[O:8])[C:2]([CH2:4][C:5]([OH:7])=[O:6])=[CH2:3].[Na+:20]. (3) The product is: [C:1]([O:5][C:6]([N:8]1[CH2:9][CH2:10][C:11]([CH3:17])([C:14]([N:20]2[CH2:21][CH2:23][CH2:26][CH2:24]2)=[O:16])[CH2:12][CH2:13]1)=[O:7])([CH3:2])([CH3:3])[CH3:4]. Given the reactants [C:1]([O:5][C:6]([N:8]1[CH2:13][CH2:12][C:11]([CH3:17])([C:14]([OH:16])=O)[CH2:10][CH2:9]1)=[O:7])([CH3:4])([CH3:3])[CH3:2].CC[N:20]([CH:24]([CH3:26])C)[CH:21]([CH3:23])C.N1CCCC1.CN(C(ON1N=NC2C=CC=NC1=2)=[N+](C)C)C.F[P-](F)(F)(F)(F)F, predict the reaction product. (4) Given the reactants C([O:5][C:6]([CH:8]1[CH:12]([C:13]2[CH:18]=[CH:17][CH:16]=[C:15]([Cl:19])[C:14]=2[F:20])[C:11]([C:23]2[CH:28]=[CH:27][C:26]([Cl:29])=[CH:25][C:24]=2[F:30])([C:21]#[N:22])[CH:10]([CH2:31][C:32]([C:37](C)(C)[O:38][SiH2]C(C)(C)C)([CH2:35][CH3:36])[CH2:33][CH3:34])[NH:9]1)=[O:7])(C)(C)C.[F:46][C:47]([F:52])([F:51])[C:48]([OH:50])=[O:49], predict the reaction product. The product is: [F:46][C:47]([F:52])([F:51])[C:48]([OH:50])=[O:49].[Cl:19][C:15]1[C:14]([F:20])=[C:13]([CH:12]2[C:11]([C:23]3[CH:28]=[CH:27][C:26]([Cl:29])=[CH:25][C:24]=3[F:30])([C:21]#[N:22])[CH:10]([CH2:31][C:32]([CH2:35][CH3:36])([CH2:37][OH:38])[CH2:33][CH3:34])[NH:9][CH:8]2[C:6]([OH:7])=[O:5])[CH:18]=[CH:17][CH:16]=1. (5) Given the reactants [Br:1][C:2]1[C:11]([I:12])=[CH:10][CH:9]=[C:8]2[C:3]=1[CH:4]=[CH:5][C:6]([CH2:13]P(=O)(OCC)OCC)=[CH:7]2.[H-].[Na+].[CH:24]([C:26]1[CH:27]=[C:28]([CH:33]=[CH:34][CH:35]=1)[C:29]([O:31][CH3:32])=[O:30])=O, predict the reaction product. The product is: [Br:1][C:2]1[C:11]([I:12])=[CH:10][CH:9]=[C:8]2[C:3]=1[CH:4]=[CH:5][C:6](/[CH:13]=[CH:24]/[C:26]1[CH:27]=[C:28]([CH:33]=[CH:34][CH:35]=1)[C:29]([O:31][CH3:32])=[O:30])=[CH:7]2. (6) Given the reactants [F:1][C:2]1[CH:7]=[CH:6][C:5](B(O)O)=[CH:4][C:3]=1[C:11]1[C:16]([F:17])=[CH:15][C:14]([F:18])=[CH:13][N:12]=1.Br[C:20]1[N:24]2[CH:25]=[CH:26][C:27]([C:29]([OH:32])([CH3:31])[CH3:30])=[N:28][C:23]2=[N:22][CH:21]=1, predict the reaction product. The product is: [F:17][C:16]1[C:11]([C:3]2[CH:4]=[C:5]([C:20]3[N:24]4[CH:25]=[CH:26][C:27]([C:29]([OH:32])([CH3:30])[CH3:31])=[N:28][C:23]4=[N:22][CH:21]=3)[CH:6]=[CH:7][C:2]=2[F:1])=[N:12][CH:13]=[C:14]([F:18])[CH:15]=1.